From a dataset of Forward reaction prediction with 1.9M reactions from USPTO patents (1976-2016). Predict the product of the given reaction. (1) Given the reactants [F:1][C:2]1[CH:3]=[C:4]([CH:8]=[C:9]([F:13])[C:10]=1[O:11][CH3:12])[C:5](O)=[O:6].S(Cl)([Cl:16])=O, predict the reaction product. The product is: [F:1][C:2]1[CH:3]=[C:4]([CH:8]=[C:9]([F:13])[C:10]=1[O:11][CH3:12])[C:5]([Cl:16])=[O:6]. (2) Given the reactants [NH:1]1[CH2:6][CH2:5][O:4][CH2:3][CH2:2]1.Cl[C:8]1[N:13]=[CH:12][C:11]2[C:14](=[C:23]3[C:31]4[C:26](=[CH:27][CH:28]=[CH:29][CH:30]=4)[NH:25][C:24]3=[O:32])[O:15][CH:16]([C:17]3[CH:22]=[CH:21][CH:20]=[CH:19][CH:18]=3)[C:10]=2[C:9]=1[Cl:33], predict the reaction product. The product is: [Cl:33][C:9]1[C:10]2[CH:16]([C:17]3[CH:18]=[CH:19][CH:20]=[CH:21][CH:22]=3)[O:15][C:14](=[C:23]3[C:31]4[C:26](=[CH:27][CH:28]=[CH:29][CH:30]=4)[NH:25][C:24]3=[O:32])[C:11]=2[CH:12]=[N:13][C:8]=1[N:1]1[CH2:6][CH2:5][O:4][CH2:3][CH2:2]1. (3) Given the reactants [NH2:1][C:2]1[CH:11]=[C:10](O)[C:9]2[C:4](=[CH:5][CH:6]=[C:7]([Cl:13])[CH:8]=2)[N:3]=1.P(Br)(Br)[Br:15].P(Br)(Br)(Br)=O.[OH-].[Na+], predict the reaction product. The product is: [Br:15][C:10]1[C:9]2[C:4](=[CH:5][CH:6]=[C:7]([Cl:13])[CH:8]=2)[N:3]=[C:2]([NH2:1])[CH:11]=1. (4) Given the reactants [CH:1]1([C:6](=[CH2:9])C=O)[CH2:5][CH2:4][CH2:3][CH2:2]1.[N+](C1C=CC([C:17](O)=[O:18])=CC=1)([O-])=O.C(Cl)(Cl)Cl.[C:26]([O:32][CH2:33][N:34]1[C:38]2[N:39]=[N:40][CH:41]=[C:42]([C:43]3[CH:44]=[N:45][NH:46][CH:47]=3)[C:37]=2[CH:36]=[CH:35]1)(=[O:31])[C:27]([CH3:30])([CH3:29])[CH3:28], predict the reaction product. The product is: [C:26]([O:32][CH2:33][N:34]1[C:38]2[N:39]=[N:40][CH:41]=[C:42]([C:43]3[CH:44]=[N:45][N:46]([C@@H:6]([CH:1]4[CH2:2][CH2:3][CH2:4][CH2:5]4)[CH2:9][CH:17]=[O:18])[CH:47]=3)[C:37]=2[CH:36]=[CH:35]1)(=[O:31])[C:27]([CH3:30])([CH3:29])[CH3:28]. (5) Given the reactants Cl[C:2]1[CH:7]=[C:6]([C:8]2[CH:13]=[C:12]([Cl:14])[CH:11]=[CH:10][C:9]=2[O:15][CH2:16][CH3:17])[N:5]=[C:4]([NH2:18])[N:3]=1.[F:19][C:20]1[CH:25]=[CH:24][C:23]([NH2:26])=[CH:22][CH:21]=1, predict the reaction product. The product is: [Cl:14][C:12]1[CH:11]=[CH:10][C:9]([O:15][CH2:16][CH3:17])=[C:8]([C:6]2[N:5]=[C:4]([NH2:18])[N:3]=[C:2]([NH:26][C:23]3[CH:24]=[CH:25][C:20]([F:19])=[CH:21][CH:22]=3)[CH:7]=2)[CH:13]=1. (6) Given the reactants [CH3:1][O:2][C:3]1[CH:8]=[CH:7][C:6]([C:9]2[N:14]3[N:15]=[C:16](N)[N:17]=[C:13]3[CH:12]=[CH:11][CH:10]=2)=[CH:5][CH:4]=1.C1(C)C=CC(S(O)(=O)=O)=CC=1.[I-:30].[K+].N([O-])=O.[Na+], predict the reaction product. The product is: [I:30][C:16]1[N:17]=[C:13]2[CH:12]=[CH:11][CH:10]=[C:9]([C:6]3[CH:7]=[CH:8][C:3]([O:2][CH3:1])=[CH:4][CH:5]=3)[N:14]2[N:15]=1. (7) The product is: [Cl:1][C:2]1[CH:3]=[CH:4][C:5]([C:8]2[C:9]([C:19]3[CH:20]=[CH:41][C:36]4[C:37](=[CH:38][CH:39]=[C:34]([C:32]5[N:31]([CH:43]6[CH2:44][CH2:45][CH2:46][CH2:47][CH2:48]6)[C:30]6[CH:49]=[CH:50][C:27]([C:25]([OH:26])=[O:24])=[CH:28][C:29]=6[N:33]=5)[CH:35]=4)[N:40]=3)=[CH:10][C:11]3[O:17][CH2:16][CH2:15][CH2:14][O:13][C:12]=3[CH:18]=2)=[CH:6][CH:7]=1. Given the reactants [Cl:1][C:2]1[CH:7]=[CH:6][C:5]([C:8]2[C:9]([C:19](=O)[CH3:20])=[CH:10][C:11]3[O:17][CH2:16][CH2:15][CH2:14][O:13][C:12]=3[CH:18]=2)=[CH:4][CH:3]=1.C([O:24][C:25]([C:27]1[CH:50]=[CH:49][C:30]2[N:31]([CH:43]3[CH2:48][CH2:47][CH2:46][CH2:45][CH2:44]3)[C:32]([C:34]3[CH:39]=[CH:38][C:37]([NH2:40])=[C:36]([CH:41]=O)[CH:35]=3)=[N:33][C:29]=2[CH:28]=1)=[O:26])C.[OH-].[K+].Cl, predict the reaction product.